This data is from Full USPTO retrosynthesis dataset with 1.9M reactions from patents (1976-2016). The task is: Predict the reactants needed to synthesize the given product. (1) Given the product [N+:17](=[CH:19][C:14]([C:6]1[C:7]2[C:12](=[CH:11][CH:10]=[CH:9][CH:8]=2)[CH:13]=[C:4]([N+:1]([O-:3])=[O:2])[CH:5]=1)=[O:15])=[N-:18], predict the reactants needed to synthesize it. The reactants are: [N+:1]([C:4]1[CH:5]=[C:6]([C:14](Cl)=[O:15])[C:7]2[C:12]([CH:13]=1)=[CH:11][CH:10]=[CH:9][CH:8]=2)([O-:3])=[O:2].[N+:17](=[CH2:19])=[N-:18].CC(O)=O. (2) The reactants are: [H-].[H-].[H-].[H-].[Li+].[Al+3].[CH2:7]([C:9]([C:14]1[C:18]2[CH:19]=[CH:20][CH:21]=[C:22]([O:23][CH3:24])[C:17]=2[O:16][CH:15]=1)(C)[C:10]([O-])=[O:11])C. Given the product [CH3:24][O:23][C:22]1[C:17]2[O:16][CH:15]=[C:14]([CH:9]([CH3:7])[CH2:10][OH:11])[C:18]=2[CH:19]=[CH:20][CH:21]=1, predict the reactants needed to synthesize it.